Dataset: Forward reaction prediction with 1.9M reactions from USPTO patents (1976-2016). Task: Predict the product of the given reaction. (1) The product is: [CH2:68]([C@H:67]([NH:75][C:43](=[O:45])[C:42]1[CH:46]=[C:47]([N:49]2[CH2:53][CH2:52][CH2:51][C:50]2=[O:54])[CH:48]=[C:40]([S:37]([CH3:36])(=[O:38])=[O:39])[CH:41]=1)[C@@H:66]([OH:76])[CH2:65][C@H:64]([C:63](=[O:78])[NH:62][CH:56]1[CH2:57][CH:58]2[CH2:61][CH:55]1[CH2:60][CH2:59]2)[CH3:77])[C:69]1[CH:70]=[CH:71][CH:72]=[CH:73][CH:74]=1. Given the reactants C([C@H](NC(=O)C1C=CC=C(S(C)(=O)=O)C=1)[C@@H](O)C[C@H](C(=O)NCCC(C)(C)C)C)C1C=CC=CC=1.[CH3:36][S:37]([C:40]1[CH:41]=[C:42]([CH:46]=[C:47]([N:49]2[CH2:53][CH2:52][CH2:51][C:50]2=[O:54])[CH:48]=1)[C:43]([OH:45])=O)(=[O:39])=[O:38].[CH:55]12[CH2:61][CH:58]([CH2:59][CH2:60]1)[CH2:57][CH:56]2[NH:62][C:63](=[O:78])[C@H:64]([CH3:77])[CH2:65][C@H:66]([OH:76])[C@@H:67]([NH2:75])[CH2:68][C:69]1[CH:74]=[CH:73][CH:72]=[CH:71][CH:70]=1, predict the reaction product. (2) Given the reactants [CH2:1]([O:3][C:4]1[CH:5]=[C:6]([CH:14]2[C:19]([C:20]3[CH:25]=[CH:24][CH:23]=[CH:22][CH:21]=3)=[C:18]([C:26]3[CH:31]=[CH:30][CH:29]=[CH:28][CH:27]=3)[NH:17][C:16](=[O:32])[NH:15]2)[CH:7]=[C:8]([N+:11]([O-])=O)[C:9]=1[OH:10])[CH3:2].[NH4+].[Cl-].C1COCC1.O, predict the reaction product. The product is: [NH2:11][C:8]1[CH:7]=[C:6]([CH:14]2[C:19]([C:20]3[CH:25]=[CH:24][CH:23]=[CH:22][CH:21]=3)=[C:18]([C:26]3[CH:31]=[CH:30][CH:29]=[CH:28][CH:27]=3)[NH:17][C:16](=[O:32])[NH:15]2)[CH:5]=[C:4]([O:3][CH2:1][CH3:2])[C:9]=1[OH:10]. (3) Given the reactants [C:1]([O:12][C:13]1[CH:18]=[CH:17][CH:16]=[CH:15][CH:14]=1)(=[O:11])[C:1]([O:12][C:13]1[CH:18]=[CH:17][CH:16]=[CH:15][CH:14]=1)=[O:11], predict the reaction product. The product is: [C:1](=[O:11])([O:12][C:13]1[CH:14]=[CH:15][CH:16]=[CH:17][CH:18]=1)[O:12][C:13]1[CH:18]=[CH:17][CH:16]=[CH:15][CH:14]=1. (4) The product is: [Cl:17][C:18]1[CH:19]=[C:20]2[C:24](=[CH:25][CH:26]=1)[N:23]([CH3:27])[CH:22]=[C:21]2[CH2:28][CH2:29][NH:30][C:11]([C:8]1[CH:7]=[C:6]([CH2:5][C:4]2[CH:14]=[CH:15][CH:16]=[C:2]([F:1])[CH:3]=2)[O:10][N:9]=1)=[O:13]. Given the reactants [F:1][C:2]1[CH:3]=[C:4]([CH:14]=[CH:15][CH:16]=1)[CH2:5][C:6]1[O:10][N:9]=[C:8]([C:11]([OH:13])=O)[CH:7]=1.[Cl:17][C:18]1[CH:19]=[C:20]2[C:24](=[CH:25][CH:26]=1)[N:23]([CH3:27])[CH:22]=[C:21]2[CH2:28][CH2:29][NH2:30].CN(C(ON1N=NC2C=CC=NC1=2)=[N+](C)C)C.F[P-](F)(F)(F)(F)F, predict the reaction product. (5) Given the reactants CN(C)C(=O)[S:4][C:5]1[CH:10]=[CH:9][C:8]([Br:11])=[C:7]([CH3:12])[CH:6]=1.[OH-].[K+], predict the reaction product. The product is: [Br:11][C:8]1[CH:9]=[CH:10][C:5]([SH:4])=[CH:6][C:7]=1[CH3:12]. (6) Given the reactants [NH2:1][C:2]1[N:6]([C:7]2[C:12]([Cl:13])=[CH:11][C:10]([C:14]([F:17])([F:16])[F:15])=[CH:9][C:8]=2[Cl:18])[N:5]=[C:4]([S:19][CH3:20])[C:3]=1[C:21](=O)[C:22]1[CH:27]=[CH:26][CH:25]=[CH:24][C:23]=1[Cl:28].C(Cl)Cl.[CH:33]([NH2:35])=O, predict the reaction product. The product is: [Cl:28][C:23]1[CH:24]=[CH:25][CH:26]=[CH:27][C:22]=1[C:21]1[N:35]=[CH:33][N:1]=[C:2]2[N:6]([C:7]3[C:12]([Cl:13])=[CH:11][C:10]([C:14]([F:17])([F:16])[F:15])=[CH:9][C:8]=3[Cl:18])[N:5]=[C:4]([S:19][CH3:20])[C:3]=12.